This data is from Forward reaction prediction with 1.9M reactions from USPTO patents (1976-2016). The task is: Predict the product of the given reaction. (1) The product is: [Cl-:35].[CH3:1][C:2]1[CH:3]=[CH:4][C:5]2[C:14]([C:15]=1[CH3:16])=[N+:13]([CH2:17][CH2:18][CH2:19][N:20]1[C:24](=[O:25])[C:23]3=[CH:26][CH:27]=[CH:28][CH:29]=[C:22]3[C:21]1=[O:30])[C:12]1[C:7](=[CH:8][CH:9]=[CH:10][CH:11]=1)[C:6]=2[Cl:35]. Given the reactants [CH3:1][C:2]1[CH:3]=[CH:4][C:5]2[C:6](=O)[C:7]3[C:12]([N:13]([CH2:17][CH2:18][CH2:19][N:20]4[C:24](=[O:25])[C:23]5=[CH:26][CH:27]=[CH:28][CH:29]=[C:22]5[C:21]4=[O:30])[C:14]=2[C:15]=1[CH3:16])=[CH:11][CH:10]=[CH:9][CH:8]=3.C(Cl)(=O)C([Cl:35])=O, predict the reaction product. (2) The product is: [C:29]([N:18]([C:14]1[N:13]=[C:12]([C:11]2[C:7]([C:5]3[S:6][C:2]([Cl:1])=[CH:3][CH:4]=3)=[N:8][N:9]([CH:19]([CH3:21])[CH3:20])[CH:10]=2)[CH:17]=[CH:16][N:15]=1)[C:35](=[O:36])[CH3:34])(=[O:31])[CH3:30]. Given the reactants [Cl:1][C:2]1[S:6][C:5]([C:7]2[C:11]([C:12]3[CH:17]=[CH:16][N:15]=[C:14]([NH2:18])[N:13]=3)=[CH:10][N:9]([CH:19]([CH3:21])[CH3:20])[N:8]=2)=[CH:4][CH:3]=1.C(N(CC)CC)C.[C:29](Cl)(=[O:31])[CH3:30].C1C[O:36][CH2:35][CH2:34]1, predict the reaction product. (3) Given the reactants Br[N:2]1[C:6](=O)[CH2:5][CH2:4][C:3]1=O.N(C(C)(C)C#N)=NC(C)(C)C#N.[CH3:21][O:22][C:23]1[CH:24]=[C:25]2[C:29](=[CH:30][CH:31]=1)[C:28](=O)[CH2:27]C2, predict the reaction product. The product is: [CH3:21][O:22][C:23]1[CH:31]=[CH:30][C:29]2[CH:28]([CH3:27])[CH:5]3[CH2:6][NH:2][CH2:3][CH:4]3[C:25]=2[CH:24]=1. (4) Given the reactants [Cl:1][C:2]1[N:7]=[N:6][C:5]([NH2:8])=[CH:4][C:3]=1[C:9]1[CH:14]=[CH:13][CH:12]=[CH:11][CH:10]=1.Cl[C:16]1N=NC(N)=C(C2C=CC=CC=2)[CH:17]=1.C(OC(OCC)CCl)C, predict the reaction product. The product is: [Cl:1][C:2]1[C:3]([C:9]2[CH:14]=[CH:13][CH:12]=[CH:11][CH:10]=2)=[CH:4][C:5]2[N:6]([CH:16]=[CH:17][N:8]=2)[N:7]=1. (5) The product is: [Cl:1][C:2]1[CH:3]=[C:4]2[C:12](=[CH:13][C:14]=1[Cl:15])[NH:11][C:10]1[C:9]([C:31]([F:32])([F:33])[F:34])([OH:26])[C:8]([F:35])([F:36])[CH2:7][CH2:6][C:5]2=1. Given the reactants [Cl:1][C:2]1[CH:3]=[C:4]2[C:12](=[CH:13][C:14]=1[Cl:15])[N:11](S(C1C=CC(C)=CC=1)(=O)=O)[C:10]1[C:9]([C:31]([F:34])([F:33])[F:32])([O:26][Si](C)(C)C)[C:8]([F:36])([F:35])[CH2:7][CH2:6][C:5]2=1.[OH-].[K+].CCO, predict the reaction product. (6) Given the reactants [CH3:1][N:2]1[C:6]([CH:7]([C:9]2[CH:10]=[N:11][C:12]([C:15]([F:18])([F:17])[F:16])=[CH:13][CH:14]=2)[OH:8])=[CH:5][N:4]=[N:3]1, predict the reaction product. The product is: [CH3:1][N:2]1[C:6]([C:7]([C:9]2[CH:10]=[N:11][C:12]([C:15]([F:17])([F:16])[F:18])=[CH:13][CH:14]=2)=[O:8])=[CH:5][N:4]=[N:3]1. (7) The product is: [CH2:9]([O:8][C:5]1[C:4]([NH:11][S:12]([C:15]2[CH:20]=[CH:19][C:18]([OH:21])=[C:17]([CH3:22])[CH:16]=2)(=[O:14])=[O:13])=[CH:3][C:2]([B:23]2[O:27][C:26]([CH3:29])([CH3:28])[C:25]([CH3:31])([CH3:30])[O:24]2)=[CH:7][N:6]=1)[CH3:10]. Given the reactants Br[C:2]1[CH:3]=[C:4]([NH:11][S:12]([C:15]2[CH:20]=[CH:19][C:18]([OH:21])=[C:17]([CH3:22])[CH:16]=2)(=[O:14])=[O:13])[C:5]([O:8][CH2:9][CH3:10])=[N:6][CH:7]=1.[B:23]1([B:23]2[O:27][C:26]([CH3:29])([CH3:28])[C:25]([CH3:31])([CH3:30])[O:24]2)[O:27][C:26]([CH3:29])([CH3:28])[C:25]([CH3:31])([CH3:30])[O:24]1.C([O-])(=O)C.[K+], predict the reaction product. (8) Given the reactants [C:1]([O:4][C@@H:5]1[C@@H:18]([O:19][C:20](=[O:22])[CH3:21])[C@H:17]([O:23][C:24](=[O:26])[CH3:25])[CH2:16][S:15][C@@H:6]1[O:7][C:8]1[CH:9]=[N:10][CH:11]=[C:12](Br)[CH:13]=1)(=[O:3])[CH3:2].O1CCOCC1.[I-:33].[Na+].CN[C@@H]1CCCC[C@H]1NC, predict the reaction product. The product is: [C:1]([O:4][C@@H:5]1[C@@H:18]([O:19][C:20](=[O:22])[CH3:21])[C@H:17]([O:23][C:24](=[O:26])[CH3:25])[CH2:16][S:15][C@H:6]1[O:7][C:8]1[CH:9]=[N:10][CH:11]=[C:12]([I:33])[CH:13]=1)(=[O:3])[CH3:2]. (9) Given the reactants [CH3:1][C:2]1[CH:3]=[C:4]([CH:24]=[CH:25][CH:26]=1)[O:5][C:6]1[CH:11]=[CH:10][C:9]([CH2:12][NH:13][C:14](=[O:23])[C:15]2[CH:20]=[CH:19][C:18]([CH3:21])=[N:17][C:16]=2Cl)=[CH:8][CH:7]=1.[NH3:27], predict the reaction product. The product is: [CH3:1][C:2]1[CH:3]=[C:4]([CH:24]=[CH:25][CH:26]=1)[O:5][C:6]1[CH:11]=[CH:10][C:9]([CH2:12][NH:13][C:14](=[O:23])[C:15]2[CH:20]=[CH:19][C:18]([CH3:21])=[N:17][C:16]=2[NH2:27])=[CH:8][CH:7]=1.